This data is from NCI-60 drug combinations with 297,098 pairs across 59 cell lines. The task is: Regression. Given two drug SMILES strings and cell line genomic features, predict the synergy score measuring deviation from expected non-interaction effect. (1) Drug 1: CC1=C(C=C(C=C1)NC2=NC=CC(=N2)N(C)C3=CC4=NN(C(=C4C=C3)C)C)S(=O)(=O)N.Cl. Synergy scores: CSS=-4.46, Synergy_ZIP=1.19, Synergy_Bliss=0.957, Synergy_Loewe=-1.78, Synergy_HSA=-1.96. Cell line: SK-MEL-28. Drug 2: C1=CC=C(C(=C1)C(C2=CC=C(C=C2)Cl)C(Cl)Cl)Cl. (2) Drug 1: C1C(C(OC1N2C=NC3=C2NC=NCC3O)CO)O. Drug 2: N.N.Cl[Pt+2]Cl. Cell line: 786-0. Synergy scores: CSS=36.1, Synergy_ZIP=-1.07, Synergy_Bliss=0.622, Synergy_Loewe=-6.58, Synergy_HSA=-0.144.